Regression. Given two drug SMILES strings and cell line genomic features, predict the synergy score measuring deviation from expected non-interaction effect. From a dataset of NCI-60 drug combinations with 297,098 pairs across 59 cell lines. (1) Drug 1: COC1=C(C=C2C(=C1)N=CN=C2NC3=CC(=C(C=C3)F)Cl)OCCCN4CCOCC4. Drug 2: C1=NNC2=C1C(=O)NC=N2. Cell line: OVCAR3. Synergy scores: CSS=36.1, Synergy_ZIP=-6.89, Synergy_Bliss=1.38, Synergy_Loewe=-21.7, Synergy_HSA=3.08. (2) Drug 1: C1=CN(C(=O)N=C1N)C2C(C(C(O2)CO)O)O.Cl. Drug 2: CC1=C(C(=CC=C1)Cl)NC(=O)C2=CN=C(S2)NC3=CC(=NC(=N3)C)N4CCN(CC4)CCO. Cell line: K-562. Synergy scores: CSS=77.5, Synergy_ZIP=2.06, Synergy_Bliss=1.10, Synergy_Loewe=-10.6, Synergy_HSA=1.10.